Dataset: Full USPTO retrosynthesis dataset with 1.9M reactions from patents (1976-2016). Task: Predict the reactants needed to synthesize the given product. (1) Given the product [Cl:16][C:15]1[C:10]2[N:9]([C:19]3[C:20]([F:26])=[CH:21][CH:22]=[CH:23][C:24]=3[F:25])[N:8]=[C:7]([C:37]3[CH:38]=[C:39]([CH2:42][C:43]#[N:44])[S:40][CH:41]=3)[C:11]=2[C:12]([O:17][CH3:18])=[N:13][CH:14]=1, predict the reactants needed to synthesize it. The reactants are: FC(F)(F)S(O[C:7]1[C:11]2[C:12]([O:17][CH3:18])=[N:13][CH:14]=[C:15]([Cl:16])[C:10]=2[N:9]([C:19]2[C:24]([F:25])=[CH:23][CH:22]=[CH:21][C:20]=2[F:26])[N:8]=1)(=O)=O.CC1(C)C(C)(C)OB([C:37]2[CH:38]=[C:39]([CH2:42][C:43]#[N:44])[S:40][CH:41]=2)O1.C(=O)([O-])[O-].[Na+].[Na+].O. (2) The reactants are: [C:1]([O:5][C:6](=[O:16])[CH2:7]P(OCC)(OCC)=O)([CH3:4])([CH3:3])[CH3:2].[H-].[Na+].[Br:19][C:20]1[CH:21]=[C:22]2[C:26](=[CH:27][CH:28]=1)[C:25]1([CH2:33][CH2:32][C:31](=O)[CH2:30][CH2:29]1)[CH2:24][CH2:23]2. Given the product [Br:19][C:20]1[CH:21]=[C:22]2[C:26](=[CH:27][CH:28]=1)[C:25]1([CH2:33][CH2:32][C:31](=[CH:7][C:6]([O:5][C:1]([CH3:2])([CH3:3])[CH3:4])=[O:16])[CH2:30][CH2:29]1)[CH2:24][CH2:23]2, predict the reactants needed to synthesize it. (3) Given the product [Br:1][C:2]1[CH:3]=[C:4]([CH2:5][NH:17][CH2:18][CH2:19][C:20]2[CH:25]=[CH:24][C:23]([O:26][CH3:27])=[C:22]([O:28][CH3:29])[CH:21]=2)[CH:7]=[C:8]([O:12][CH3:13])[C:9]=1[O:10][CH3:11], predict the reactants needed to synthesize it. The reactants are: [Br:1][C:2]1[CH:3]=[C:4]([CH:7]=[C:8]([O:12][CH3:13])[C:9]=1[O:10][CH3:11])[CH:5]=O.[Cl-].CC1[C:25]2[C:20](=[CH:21][C:22]([O:28][CH3:29])=[C:23]([O:26][CH3:27])[CH:24]=2)[CH2:19][CH2:18][N+:17]=1CC1C=CC=CC=1[N+]([O-])=O. (4) The reactants are: [CH3:1][N:2]1[CH2:7][CH2:6][N:5]([C:8]2[CH:13]=[CH:12][C:11]([C:14]3[C:18]4[CH2:19][C:20]5[S:21][C:22]([C:25]6[CH:26]=[N:27][CH:28]=[CH:29][CH:30]=6)=[CH:23][C:24]=5[C:17]=4[N:16](COCC[Si](C)(C)C)[N:15]=3)=[CH:10][CH:9]=2)[CH2:4][CH2:3]1.[ClH:39]. Given the product [ClH:39].[CH3:1][N:2]1[CH2:3][CH2:4][N:5]([C:8]2[CH:9]=[CH:10][C:11]([C:14]3[C:18]4[CH2:19][C:20]5[S:21][C:22]([C:25]6[CH:26]=[N:27][CH:28]=[CH:29][CH:30]=6)=[CH:23][C:24]=5[C:17]=4[NH:16][N:15]=3)=[CH:12][CH:13]=2)[CH2:6][CH2:7]1, predict the reactants needed to synthesize it. (5) Given the product [CH3:12][O:11][C:7]1[N:6]=[C:5]([CH3:13])[CH:4]=[C:3]([CH:1]([CH2:27][CH:26]=[CH2:25])[CH3:2])[C:8]=1[C:9]#[N:10], predict the reactants needed to synthesize it. The reactants are: [CH2:1]([C:3]1[C:8]([C:9]#[N:10])=[C:7]([O:11][CH3:12])[N:6]=[C:5]([CH3:13])[CH:4]=1)[CH3:2].[Li+].C[Si]([N-][Si](C)(C)C)(C)C.Br[CH2:25][CH:26]=[CH2:27]. (6) Given the product [CH2:7]([O:14][C:15]12[CH2:23][CH:19]3[CH2:20][CH:21]([CH2:22]1)[C:17]([C:24]([OH:29])=[O:26])([CH2:18]3)[CH2:16]2)[C:8]1[CH:9]=[CH:10][CH:11]=[CH:12][CH:13]=1, predict the reactants needed to synthesize it. The reactants are: [OH-].[Na+].BrBr.Br[O-].[CH2:7]([O:14][C:15]12[CH2:23][CH:19]3[CH2:20][CH:21]([CH2:22]1)[C:17]([C:24](=[O:26])C)([CH2:18]3)[CH2:16]2)[C:8]1[CH:13]=[CH:12][CH:11]=[CH:10][CH:9]=1.CC(C)=[O:29].CC(O)=O.